This data is from Peptide-MHC class I binding affinity with 185,985 pairs from IEDB/IMGT. The task is: Regression. Given a peptide amino acid sequence and an MHC pseudo amino acid sequence, predict their binding affinity value. This is MHC class I binding data. (1) The peptide sequence is DPAVDLLKNYM. The MHC is Mamu-B03 with pseudo-sequence Mamu-B03. The binding affinity (normalized) is 0. (2) The peptide sequence is GRGGNYPVQQ. The MHC is Mamu-B03 with pseudo-sequence Mamu-B03. The binding affinity (normalized) is 0.0749. (3) The peptide sequence is QENEIYTYF. The MHC is HLA-A26:01 with pseudo-sequence HLA-A26:01. The binding affinity (normalized) is 0.0847. (4) The peptide sequence is REGRDQLW. The MHC is Mamu-B52 with pseudo-sequence Mamu-B52. The binding affinity (normalized) is 0.245. (5) The peptide sequence is ISGPIKHPL. The MHC is HLA-B58:01 with pseudo-sequence HLA-B58:01. The binding affinity (normalized) is 0.0847. (6) The peptide sequence is KLNWASQIY. The MHC is HLA-A29:02 with pseudo-sequence HLA-A29:02. The binding affinity (normalized) is 0.643.